From a dataset of NCI-60 drug combinations with 297,098 pairs across 59 cell lines. Regression. Given two drug SMILES strings and cell line genomic features, predict the synergy score measuring deviation from expected non-interaction effect. (1) Drug 1: CC1=C2C(C(=O)C3(C(CC4C(C3C(C(C2(C)C)(CC1OC(=O)C(C(C5=CC=CC=C5)NC(=O)OC(C)(C)C)O)O)OC(=O)C6=CC=CC=C6)(CO4)OC(=O)C)OC)C)OC. Drug 2: C1CCC(C1)C(CC#N)N2C=C(C=N2)C3=C4C=CNC4=NC=N3. Cell line: UACC62. Synergy scores: CSS=30.1, Synergy_ZIP=3.14, Synergy_Bliss=-0.648, Synergy_Loewe=-42.2, Synergy_HSA=-7.20. (2) Drug 1: C1=NC2=C(N=C(N=C2N1C3C(C(C(O3)CO)O)F)Cl)N. Drug 2: C(CCl)NC(=O)N(CCCl)N=O. Cell line: UACC62. Synergy scores: CSS=8.38, Synergy_ZIP=-6.48, Synergy_Bliss=-1.89, Synergy_Loewe=-1.83, Synergy_HSA=-1.85. (3) Drug 1: CC1=C(C=C(C=C1)NC2=NC=CC(=N2)N(C)C3=CC4=NN(C(=C4C=C3)C)C)S(=O)(=O)N.Cl. Drug 2: CC12CCC(CC1=CCC3C2CCC4(C3CC=C4C5=CN=CC=C5)C)O. Cell line: SN12C. Synergy scores: CSS=7.88, Synergy_ZIP=0.0126, Synergy_Bliss=0.364, Synergy_Loewe=1.18, Synergy_HSA=1.11. (4) Drug 1: CC1=C2C(C(=O)C3(C(CC4C(C3C(C(C2(C)C)(CC1OC(=O)C(C(C5=CC=CC=C5)NC(=O)OC(C)(C)C)O)O)OC(=O)C6=CC=CC=C6)(CO4)OC(=O)C)OC)C)OC. Drug 2: C1CCC(C1)C(CC#N)N2C=C(C=N2)C3=C4C=CNC4=NC=N3. Cell line: BT-549. Synergy scores: CSS=55.4, Synergy_ZIP=6.20, Synergy_Bliss=6.04, Synergy_Loewe=-26.2, Synergy_HSA=4.55. (5) Drug 1: COCCOC1=C(C=C2C(=C1)C(=NC=N2)NC3=CC=CC(=C3)C#C)OCCOC.Cl. Drug 2: B(C(CC(C)C)NC(=O)C(CC1=CC=CC=C1)NC(=O)C2=NC=CN=C2)(O)O. Cell line: RXF 393. Synergy scores: CSS=78.8, Synergy_ZIP=64.6, Synergy_Bliss=65.2, Synergy_Loewe=63.7, Synergy_HSA=64.3. (6) Drug 1: C1C(C(OC1N2C=C(C(=O)NC2=O)F)CO)O. Cell line: MCF7. Drug 2: CC(C)CN1C=NC2=C1C3=CC=CC=C3N=C2N. Synergy scores: CSS=10.3, Synergy_ZIP=-7.05, Synergy_Bliss=-1.41, Synergy_Loewe=-5.30, Synergy_HSA=-2.20.